This data is from Cav3 T-type calcium channel HTS with 100,875 compounds. The task is: Binary Classification. Given a drug SMILES string, predict its activity (active/inactive) in a high-throughput screening assay against a specified biological target. (1) The compound is Oc1c(C(C)(C)C)cc(cc1C(C)(C)C)CN(CCO)CCO. The result is 0 (inactive). (2) The compound is S(=O)(=O)(N(c1c(cccc1)C)CC(=O)Nc1ccc(c2sc3c(n2)ccc(c3)C)cc1)C. The result is 0 (inactive).